This data is from Forward reaction prediction with 1.9M reactions from USPTO patents (1976-2016). The task is: Predict the product of the given reaction. (1) Given the reactants C([O:5][C:6](=[O:25])[CH:7]=[CH:8][C:9]1[CH:14]=[CH:13][C:12]([CH:15]=[CH:16][C:17](=[O:24])[C:18]2[CH:19]=[N:20][CH:21]=[CH:22][CH:23]=2)=[CH:11][CH:10]=1)(C)(C)C, predict the reaction product. The product is: [O:24]=[C:17]([C:18]1[CH:19]=[N:20][CH:21]=[CH:22][CH:23]=1)[CH:16]=[CH:15][C:12]1[CH:11]=[CH:10][C:9]([CH:8]=[CH:7][C:6]([OH:25])=[O:5])=[CH:14][CH:13]=1. (2) The product is: [CH3:21][C:20]1[CH:19]=[CH:18][S:17][C:16]=1[C:2]#[C:1][C:3]1[CH:8]=[CH:7][C:6]([CH2:9][CH2:10][C:11]([O:13][CH3:14])=[O:12])=[CH:5][CH:4]=1. Given the reactants [C:1]([C:3]1[CH:8]=[CH:7][C:6]([CH2:9][CH2:10][C:11]([O:13][CH3:14])=[O:12])=[CH:5][CH:4]=1)#[CH:2].Br[C:16]1[S:17][CH:18]=[CH:19][C:20]=1[CH3:21], predict the reaction product. (3) The product is: [Br:8][C:9]1[CH:16]=[C:15]([O:7][C:3]2[CH:2]=[N:1][CH:6]=[CH:5][CH:4]=2)[CH:14]=[CH:13][C:10]=1[CH:11]=[O:12]. Given the reactants [N:1]1[CH:6]=[CH:5][CH:4]=[C:3]([OH:7])[CH:2]=1.[Br:8][C:9]1[CH:16]=[C:15](F)[CH:14]=[CH:13][C:10]=1[CH:11]=[O:12].C([O-])([O-])=O.[K+].[K+], predict the reaction product. (4) Given the reactants Br[C:2]1[C:3]([N:25]2[CH2:29][CH2:28][C@@H:27]([OH:30])[CH2:26]2)=[N:4][CH:5]=[C:6]([CH:24]=1)[C:7]([NH:9][C:10]1[CH:15]=[CH:14][C:13]([O:16][C:17]([F:23])([F:22])[C:18]([F:21])([F:20])[F:19])=[CH:12][CH:11]=1)=[O:8].O1CCCCC1[N:37]1[C:41](B2OC(C)(C)C(C)(C)O2)=[CH:40][CH:39]=[N:38]1, predict the reaction product. The product is: [OH:30][C@@H:27]1[CH2:28][CH2:29][N:25]([C:3]2[C:2]([C:39]3[NH:38][N:37]=[CH:41][CH:40]=3)=[CH:24][C:6]([C:7]([NH:9][C:10]3[CH:15]=[CH:14][C:13]([O:16][C:17]([F:23])([F:22])[C:18]([F:20])([F:19])[F:21])=[CH:12][CH:11]=3)=[O:8])=[CH:5][N:4]=2)[CH2:26]1. (5) Given the reactants I[C:2]1[N:3]=[CH:4][N:5]([C:7]([C:20]2[CH:25]=[CH:24][CH:23]=[CH:22][CH:21]=2)([C:14]2[CH:19]=[CH:18][CH:17]=[CH:16][CH:15]=2)[C:8]2[CH:13]=[CH:12][CH:11]=[CH:10][CH:9]=2)[CH:6]=1.C([Mg]Br)C.[C:30]1([C:40](=[O:42])[CH3:41])[C:39]2[C:34](=[CH:35][CH:36]=[CH:37][CH:38]=2)[CH:33]=[CH:32][N:31]=1, predict the reaction product. The product is: [C:30]1([C:40]([C:2]2[N:3]=[CH:4][N:5]([C:7]([C:8]3[CH:13]=[CH:12][CH:11]=[CH:10][CH:9]=3)([C:20]3[CH:21]=[CH:22][CH:23]=[CH:24][CH:25]=3)[C:14]3[CH:19]=[CH:18][CH:17]=[CH:16][CH:15]=3)[CH:6]=2)([OH:42])[CH3:41])[C:39]2[C:34](=[CH:35][CH:36]=[CH:37][CH:38]=2)[CH:33]=[CH:32][N:31]=1. (6) Given the reactants C(N1CCN(C2N=C(Br)C=C3C=CSC=23)CC1)C.[CH2:19]([N:21]1[CH2:26][CH2:25][N:24]([C:27]2[N:28]=[C:29]([C:36]3[CH:41]=[CH:40][C:39]([C:42]([CH3:50])([CH3:49])[CH2:43][CH2:44][O:45]C(=O)C)=[CH:38][CH:37]=3)[CH:30]=[C:31]3[CH:35]=[CH:34][S:33][C:32]=23)[CH2:23][CH2:22]1)[CH3:20].[ClH:51], predict the reaction product. The product is: [ClH:51].[ClH:51].[CH2:19]([N:21]1[CH2:26][CH2:25][N:24]([C:27]2[N:28]=[C:29]([C:36]3[CH:41]=[CH:40][C:39]([C:42]([CH3:49])([CH3:50])[CH2:43][CH2:44][OH:45])=[CH:38][CH:37]=3)[CH:30]=[C:31]3[CH:35]=[CH:34][S:33][C:32]=23)[CH2:23][CH2:22]1)[CH3:20]. (7) Given the reactants [CH:1]([O:3][CH2:4][CH2:5][O:6][CH2:7][CH2:8][OH:9])=[CH2:2].[CH2:10]([O:12][CH2:13][CH3:14])[CH3:11], predict the reaction product. The product is: [CH:1]([O:3][CH2:4][CH2:5][O:6][CH2:7][CH2:8][O:9][CH2:11][CH2:10][O:12][CH2:13][CH2:14][O:6][CH2:5][CH2:4][O:3][CH3:1])=[CH2:2].